Dataset: Forward reaction prediction with 1.9M reactions from USPTO patents (1976-2016). Task: Predict the product of the given reaction. (1) Given the reactants [C:1]([C:3]1[CH:8]=[CH:7][C:6]([C:9]#[C:10][C:11](OCC)=[O:12])=[CH:5][CH:4]=1)#[N:2].CC(C[AlH]CC(C)C)C, predict the reaction product. The product is: [O:12]=[CH:11][C:10]#[C:9][C:6]1[CH:5]=[CH:4][C:3]([C:1]#[N:2])=[CH:8][CH:7]=1. (2) The product is: [CH3:1][C:2]1[CH:7]=[C:6]([B:12]2[O:13][C:14]([CH3:16])([CH3:15])[C:10]([CH3:26])([CH3:9])[O:11]2)[CH:5]=[C:4]([CH3:8])[N:3]=1. Given the reactants [CH3:1][C:2]1[CH:7]=[CH:6][CH:5]=[C:4]([CH3:8])[N:3]=1.[CH3:9][C:10]1([CH3:26])[C:14]([CH3:16])([CH3:15])[O:13][B:12]([B:12]2[O:13][C:14]([CH3:16])([CH3:15])[C:10]([CH3:26])([CH3:9])[O:11]2)[O:11]1, predict the reaction product. (3) Given the reactants [OH:1][C:2]1[CH:7]=[CH:6][CH:5]=[CH:4][C:3]=1[C:8](=[O:10])[CH3:9].[C:11]([N:18]1[CH2:23][CH2:22][C:21](=O)[CH2:20][CH2:19]1)([O:13][C:14]([CH3:17])([CH3:16])[CH3:15])=[O:12].CO, predict the reaction product. The product is: [C:11]([N:18]1[CH2:19][CH2:20][C:21]2([CH2:9][C:8](=[O:10])[C:3]3[CH:4]=[CH:5][CH:6]=[CH:7][C:2]=3[O:1]2)[CH2:22][CH2:23]1)([O:13][C:14]([CH3:17])([CH3:16])[CH3:15])=[O:12]. (4) Given the reactants [CH2:1]([N:8]1[CH2:13][CH2:12][N:11]([C:14]([C:16]2[CH:20]=[C:19]([CH3:21])[N:18]([C:22]3[CH:27]=[CH:26][CH:25]=[CH:24][CH:23]=3)[C:17]=2[C:28]2[CH:33]=[CH:32][CH:31]=[CH:30][CH:29]=2)=[O:15])[CH:10]([CH2:34][C:35]2[CH:45]=[CH:44][C:38]([O:39][CH2:40][C:41](O)=[O:42])=[CH:37][CH:36]=2)[CH2:9]1)[C:2]1[CH:7]=[CH:6][CH:5]=[CH:4][CH:3]=1.[CH3:46][S:47]([NH2:50])(=[O:49])=[O:48].C1CCN2C(=NCCC2)CC1.O, predict the reaction product. The product is: [CH2:1]([N:8]1[CH2:13][CH2:12][N:11]([C:14]([C:16]2[CH:20]=[C:19]([CH3:21])[N:18]([C:22]3[CH:27]=[CH:26][CH:25]=[CH:24][CH:23]=3)[C:17]=2[C:28]2[CH:29]=[CH:30][CH:31]=[CH:32][CH:33]=2)=[O:15])[C@H:10]([CH2:34][C:35]2[CH:36]=[CH:37][C:38]([O:39][CH2:40][C:41]([NH:50][S:47]([CH3:46])(=[O:49])=[O:48])=[O:42])=[CH:44][CH:45]=2)[CH2:9]1)[C:2]1[CH:3]=[CH:4][CH:5]=[CH:6][CH:7]=1.